This data is from Full USPTO retrosynthesis dataset with 1.9M reactions from patents (1976-2016). The task is: Predict the reactants needed to synthesize the given product. (1) Given the product [CH2:15]([C:12]([CH2:11][S:8]([C:5]1[CH:4]=[CH:3][C:2]([CH3:1])=[CH:7][CH:6]=1)(=[O:10])=[O:9])([CH2:20]/[CH:21]=[CH:22]/[CH3:23])[CH:13]=[O:14])[CH2:16][CH2:17][CH3:18], predict the reactants needed to synthesize it. The reactants are: [CH3:1][C:2]1[CH:7]=[CH:6][C:5]([S:8]([CH2:11][CH:12]([CH2:15][CH2:16][CH2:17][CH3:18])[CH:13]=[O:14])(=[O:10])=[O:9])=[CH:4][CH:3]=1.O[CH2:20][CH2:21][CH:22]=[CH2:23].C1(C)C=CC(S(O)(=O)=O)=CC=1. (2) Given the product [OH:17][CH:16]([C:15]1[CH:14]=[CH:13][C:12]([C:10]([N:7]2[CH2:8][CH2:9][N:4]([CH:1]([CH3:3])[CH3:2])[CH2:5][CH2:6]2)=[O:11])=[CH:19][CH:18]=1)[CH:20]([CH3:22])[CH3:21], predict the reactants needed to synthesize it. The reactants are: [CH:1]([N:4]1[CH2:9][CH2:8][N:7]([C:10]([C:12]2[CH:19]=[CH:18][C:15]([CH:16]=[O:17])=[CH:14][CH:13]=2)=[O:11])[CH2:6][CH2:5]1)([CH3:3])[CH3:2].[CH:20]([Mg]Br)([CH3:22])[CH3:21]. (3) The reactants are: [OH-].[K+].[CH:3]1([O:8][C:9]2[N:14]=[C:13]([C:15]([O:17]C3CCCC3)=[O:16])[CH:12]=[CH:11][C:10]=2[O:23][CH3:24])[CH2:7][CH2:6][CH2:5][CH2:4]1. Given the product [CH:3]1([O:8][C:9]2[N:14]=[C:13]([C:15]([OH:17])=[O:16])[CH:12]=[CH:11][C:10]=2[O:23][CH3:24])[CH2:4][CH2:5][CH2:6][CH2:7]1, predict the reactants needed to synthesize it.